This data is from Catalyst prediction with 721,799 reactions and 888 catalyst types from USPTO. The task is: Predict which catalyst facilitates the given reaction. (1) Reactant: [CH2:1]1COCC1.C(N(CC)CC)C.C[Mg]I.C(O[C:19]([C:21]1[CH:25]=[C:24]([C:26]2[N:31]=[CH:30][CH:29]=[CH:28][N:27]=2)[O:23][N:22]=1)=[O:20])C. Product: [O:20]=[C:19]([C:21]1[CH:25]=[C:24]([C:26]2[N:27]=[CH:28][CH:29]=[CH:30][N:31]=2)[O:23][N:22]=1)[CH3:1]. The catalyst class is: 11. (2) Reactant: [CH3:1][N:2]([CH3:12])[C:3]1[CH:8]=[CH:7][C:6]([S:9]([O-:11])=[O:10])=[CH:5][CH:4]=1.C1C(=O)N(Cl)C(=O)C1.[NH2:21][CH2:22][CH2:23][C:24]1[CH:29]=[CH:28][C:27]([O:30][C:31](=[O:40])[N:32]([CH3:39])[C:33]2[CH:38]=[CH:37][CH:36]=[CH:35][CH:34]=2)=[CH:26][CH:25]=1.C(O)(C(F)(F)F)=O.CCN(C(C)C)C(C)C. Product: [CH3:1][N:2]([CH3:12])[C:3]1[CH:4]=[CH:5][C:6]([S:9]([NH:21][CH2:22][CH2:23][C:24]2[CH:25]=[CH:26][C:27]([O:30][C:31](=[O:40])[N:32]([CH3:39])[C:33]3[CH:34]=[CH:35][CH:36]=[CH:37][CH:38]=3)=[CH:28][CH:29]=2)(=[O:11])=[O:10])=[CH:7][CH:8]=1. The catalyst class is: 2. (3) Reactant: [CH2:1]([C:3]1[C:12]([C:13]2[CH:18]=[CH:17][CH:16]=[CH:15][CH:14]=2)=[C:11]([C:19]([O:21][CH3:22])=[O:20])[C:10]2[C:5](=[CH:6][CH:7]=[C:8]([F:23])[CH:9]=2)[N:4]=1)[CH3:2].[Br:24]N1C(C)(C)C(=O)N(Br)C1=O.C(OOC(=O)C1C=CC=CC=1)(=O)C1C=CC=CC=1.C(=O)(O)[O-].[Na+]. Product: [Br:24][CH:1]([C:3]1[C:12]([C:13]2[CH:18]=[CH:17][CH:16]=[CH:15][CH:14]=2)=[C:11]([C:19]([O:21][CH3:22])=[O:20])[C:10]2[C:5](=[CH:6][CH:7]=[C:8]([F:23])[CH:9]=2)[N:4]=1)[CH3:2]. The catalyst class is: 53. (4) Reactant: [O:1]=[C:2]1[NH:6][C:5](=[O:7])[C:4](=[CH:8][C:9]2[CH:14]=[CH:13][C:12]([C:15]3[CH:20]=[CH:19][CH:18]=[C:17]([CH2:21][C:22]([N:24]([CH3:31])[C:25]4[CH:30]=[CH:29][CH:28]=[CH:27][CH:26]=4)=[O:23])[CH:16]=3)=[CH:11][CH:10]=2)[S:3]1. Product: [O:1]=[C:2]1[NH:6][C:5](=[O:7])[CH:4]([CH2:8][C:9]2[CH:10]=[CH:11][C:12]([C:15]3[CH:20]=[CH:19][CH:18]=[C:17]([CH2:21][C:22]([N:24]([CH3:31])[C:25]4[CH:26]=[CH:27][CH:28]=[CH:29][CH:30]=4)=[O:23])[CH:16]=3)=[CH:13][CH:14]=2)[S:3]1. The catalyst class is: 336. (5) Reactant: [F:1][C:2]1[CH:3]=[C:4]2[C:8](=[CH:9][CH:10]=1)[N:7]([CH3:11])[CH:6]=[C:5]2[C:12]1[N:30](S(C2C=CC(C)=CC=2)(=O)=O)[C:15]2=[N:16][CH:17]=[CH:18][C:19]([C:20]3[S:24][C:23]([C:25]4([OH:29])[CH2:28][CH2:27][CH2:26]4)=[N:22][CH:21]=3)=[C:14]2[CH:13]=1.Cl. Product: [F:1][C:2]1[CH:3]=[C:4]2[C:8](=[CH:9][CH:10]=1)[N:7]([CH3:11])[CH:6]=[C:5]2[C:12]1[NH:30][C:15]2=[N:16][CH:17]=[CH:18][C:19]([C:20]3[S:24][C:23]([C:25]4([OH:29])[CH2:28][CH2:27][CH2:26]4)=[N:22][CH:21]=3)=[C:14]2[CH:13]=1. The catalyst class is: 273. (6) Reactant: Br[C:2]1[CH:7]=[CH:6][C:5]([C:8]2[C:9]3[C:14]([C:15]4[CH:16]=[CH:17][CH:18]=[CH:19][C:20]=4[CH:21]=2)=[CH:13][CH:12]=[CH:11][CH:10]=3)=[CH:4][CH:3]=1.CCCCCC.C([Li])CCC.[B:33](OC(C)C)([O:38]C(C)C)[O:34]C(C)C.Cl. Product: [CH:19]1[C:20]2[CH:21]=[C:8]([C:5]3[CH:6]=[CH:7][C:2]([B:33]([OH:38])[OH:34])=[CH:3][CH:4]=3)[C:9]3[C:14](=[CH:13][CH:12]=[CH:11][CH:10]=3)[C:15]=2[CH:16]=[CH:17][CH:18]=1. The catalyst class is: 247. (7) Reactant: [N+:1]([C:4]1[CH:5]=[C:6]2[C:10](=[CH:11][CH:12]=1)[NH:9][C:8](=[O:13])[CH2:7]2)([O-])=O. Product: [NH2:1][C:4]1[CH:5]=[C:6]2[C:10](=[CH:11][CH:12]=1)[NH:9][C:8](=[O:13])[CH2:7]2. The catalyst class is: 19.